From a dataset of Full USPTO retrosynthesis dataset with 1.9M reactions from patents (1976-2016). Predict the reactants needed to synthesize the given product. (1) Given the product [OH:2][CH:1]([C:3]1[CH:12]=[CH:11][C:6]([C:7]([O:9][CH3:10])=[O:8])=[CH:5][CH:4]=1)[CH2:18][CH:17]=[CH2:16], predict the reactants needed to synthesize it. The reactants are: [CH:1]([C:3]1[CH:12]=[CH:11][C:6]([C:7]([O:9][CH3:10])=[O:8])=[CH:5][CH:4]=1)=[O:2].[I-].[K+].Br[CH2:16][CH:17]=[CH2:18].[Cl-].[NH4+]. (2) Given the product [Br:1][C:2]1[CH:25]=[C:24]2[C:5](=[CH:4][C:3]=1[O:26][CH3:27])[N:6]=[CH:7][C:8]([C:22]#[N:23])=[C:9]2[NH:11][C:12]1[CH:17]=[C:16]([O:18][CH3:19])[C:15]([Cl:20])=[CH:14][C:13]=1[Cl:21], predict the reactants needed to synthesize it. The reactants are: [Br:1][C:2]1[CH:25]=[CH:24][C:5]([NH:6][CH:7]=[C:8]([C:22]#[N:23])[C:9]([NH:11][C:12]2[CH:17]=[C:16]([O:18][CH3:19])[C:15]([Cl:20])=[CH:14][C:13]=2[Cl:21])=O)=[CH:4][C:3]=1[O:26][CH3:27].CO.P(Cl)(Cl)(Cl)=O. (3) Given the product [CH3:20][C:8]([CH2:9][CH2:10][CH:11]=[C:12]([CH3:19])[CH2:13][CH2:14][CH:15]=[C:16]([CH3:18])[CH3:17])=[CH:7][CH2:6][CH2:5][C:4]#[CH:3], predict the reactants needed to synthesize it. The reactants are: C[Si](C)(C)[C:3]#[C:4][CH2:5][CH2:6][CH:7]=[C:8]([CH3:20])[CH2:9][CH2:10][CH:11]=[C:12]([CH3:19])[CH2:13][CH2:14][CH:15]=[C:16]([CH3:18])[CH3:17].CC[O-].[Na+]. (4) Given the product [F:5][C:6]1[CH:11]=[CH:10][CH:9]=[C:8]([N+:1]([O-:4])=[O:2])[C:7]=1[OH:12], predict the reactants needed to synthesize it. The reactants are: [N+:1]([O-:4])(O)=[O:2].[F:5][C:6]1[CH:11]=[CH:10][CH:9]=[CH:8][C:7]=1[OH:12]. (5) The reactants are: [CH3:1][N:2]1[C:10]2[C:5](=[CH:6][C:7]([CH2:11]O)=[CH:8][CH:9]=2)[CH:4]=[C:3]1[CH3:13].[Cl:14][C:15]1[C:20]2[CH:21]=[N:22][NH:23][C:19]=2[CH:18]=[CH:17][N:16]=1.C1(P(C2C=CC=CC=2)C2C=CC=CC=2)C=CC=CC=1. Given the product [Cl:14][C:15]1[C:20]2=[CH:21][N:22]([CH2:11][C:7]3[CH:6]=[C:5]4[C:10](=[CH:9][CH:8]=3)[N:2]([CH3:1])[C:3]([CH3:13])=[CH:4]4)[N:23]=[C:19]2[CH:18]=[CH:17][N:16]=1.[Cl:14][C:15]1[C:20]2[CH:21]=[N:22][N:23]([CH2:11][C:7]3[CH:6]=[C:5]4[C:10](=[CH:9][CH:8]=3)[N:2]([CH3:1])[C:3]([CH3:13])=[CH:4]4)[C:19]=2[CH:18]=[CH:17][N:16]=1, predict the reactants needed to synthesize it. (6) The reactants are: [CH2:1]([N:4]1[C:12]2[C:7](=[CH:8][CH:9]=[C:10]([C:13]([O:15][CH3:16])=[O:14])[CH:11]=2)[C:6]([CH:17]2[CH2:22][CH2:21][CH2:20][CH2:19][CH2:18]2)=[C:5]1[C:23]1[CH:28]=[CH:27][C:26]([O:29][CH3:30])=[CH:25][C:24]=1[CH2:31][O:32][Si](C(C)C)(C(C)C)C(C)C)[CH:2]=[CH2:3].[F-].C([N+](CCCC)(CCCC)CCCC)CCC. Given the product [CH2:1]([N:4]1[C:12]2[C:7](=[CH:8][CH:9]=[C:10]([C:13]([O:15][CH3:16])=[O:14])[CH:11]=2)[C:6]([CH:17]2[CH2:22][CH2:21][CH2:20][CH2:19][CH2:18]2)=[C:5]1[C:23]1[CH:28]=[CH:27][C:26]([O:29][CH3:30])=[CH:25][C:24]=1[CH2:31][OH:32])[CH:2]=[CH2:3], predict the reactants needed to synthesize it. (7) Given the product [CH3:42][O:41][C:35]1[CH:34]=[C:33]2[C:38](=[CH:37][C:36]=1[O:39][CH3:40])[C:29]([N:7]1[CH2:6][CH2:5][CH2:4][CH2:49][CH2:8]1)=[N:30][CH:31]=[C:32]2[CH2:43][C:44]1[NH:13][C:14]2[C:15](=[O:27])[N:16]([CH3:26])[C:17](=[O:25])[N:18]([CH2:21][CH:22]([CH3:23])[CH3:24])[C:19]=2[N:20]=1, predict the reactants needed to synthesize it. The reactants are: Cl.CN(C)[CH2:4][CH2:5][CH2:6][N:7]=[C:8]=NCC.[NH2:13][C:14]1[C:15](=[O:27])[N:16]([CH3:26])[C:17](=[O:25])[N:18]([CH2:21][CH:22]([CH3:24])[CH3:23])[C:19]=1[NH2:20].Cl[C:29]1[C:38]2[C:33](=[CH:34][C:35]([O:41][CH3:42])=[C:36]([O:39][CH3:40])[CH:37]=2)[C:32]([CH2:43][C:44](O)=O)=[CH:31][N:30]=1.[OH-].[Na+].[CH3:49]O.